Dataset: Forward reaction prediction with 1.9M reactions from USPTO patents (1976-2016). Task: Predict the product of the given reaction. Given the reactants [C:1]1([C@@H:7]2[CH2:11][N:10]([CH:12]3[CH2:17][CH2:16][O:15][CH2:14][CH2:13]3)[C:9](=[O:18])[N:8]2[CH:19]2[CH2:24][CH2:23][NH:22][CH2:21][CH2:20]2)[CH:6]=[CH:5][CH:4]=[CH:3][CH:2]=1.C(N(C(C)C)CC)(C)C.[N+:34]([C:37]1[CH:44]=[CH:43][C:40]([CH2:41]Br)=[CH:39][CH:38]=1)([O-:36])=[O:35], predict the reaction product. The product is: [N+:34]([C:37]1[CH:44]=[CH:43][C:40]([CH2:41][N:22]2[CH2:23][CH2:24][CH:19]([N:8]3[C@H:7]([C:1]4[CH:2]=[CH:3][CH:4]=[CH:5][CH:6]=4)[CH2:11][N:10]([CH:12]4[CH2:13][CH2:14][O:15][CH2:16][CH2:17]4)[C:9]3=[O:18])[CH2:20][CH2:21]2)=[CH:39][CH:38]=1)([O-:36])=[O:35].